From a dataset of Reaction yield outcomes from USPTO patents with 853,638 reactions. Predict the reaction yield, written as a fraction of the theoretical maximum amount of product (1.0 means a 100% yield; for example, 0.34 means a 34% yield). (1) The reactants are [F:1][CH2:2][CH2:3][NH2:4].N1C=CC=CC=1.Cl[C:12]([O:14][C:15]1[CH:20]=[CH:19][CH:18]=[CH:17][CH:16]=1)=[O:13].O. The catalyst is CN(C)C=O.C(OCC)(=O)C. The product is [F:1][CH2:2][CH2:3][NH:4][C:12](=[O:13])[O:14][C:15]1[CH:20]=[CH:19][CH:18]=[CH:17][CH:16]=1. The yield is 0.865. (2) The reactants are Br[C:2]1[CH:15]=[CH:14][CH:13]=[CH:12][C:3]=1[CH2:4][NH:5][C:6](=[O:11])[C:7]([F:10])([F:9])[F:8].CC1(C)C(C)(C)OB([C:24]2[CH:30]=[CH:29][C:27]([NH2:28])=[CH:26][CH:25]=2)O1.C1C=CC(P(C2C=CC=CC=2)C2C=CC=CC=2)=CC=1.C([O-])([O-])=O.[K+].[K+]. The catalyst is CN(C=O)C.CC([O-])=O.CC([O-])=O.[Pd+2]. The product is [NH2:28][C:27]1[CH:29]=[CH:30][C:24]([C:2]2[CH:15]=[CH:14][CH:13]=[CH:12][C:3]=2[CH2:4][NH:5][C:6](=[O:11])[C:7]([F:10])([F:9])[F:8])=[CH:25][CH:26]=1. The yield is 0.490. (3) The reactants are [C:1]([NH:4][C:5]1[CH:6]=[C:7]([CH:21]=[CH:22][CH:23]=1)[CH2:8][NH:9][C:10]([C:12]1[C:13]2[CH:14]=[CH:15][NH:16][C:17]=2[CH:18]=[CH:19][CH:20]=1)=[O:11])(=[O:3])[CH3:2].[NH2:24][C:25]1[N:30]=[C:29](Cl)[CH:28]=[CH:27][N:26]=1.C([O-])([O-])=O.[Cs+].[Cs+].CO. The catalyst is CN(C=O)C. The product is [C:1]([NH:4][C:5]1[CH:6]=[C:7]([CH:21]=[CH:22][CH:23]=1)[CH2:8][NH:9][C:10]([C:12]1[C:13]2[CH:14]=[CH:15][N:16]([C:27]3[CH:28]=[CH:29][N:30]=[C:25]([NH2:24])[N:26]=3)[C:17]=2[CH:18]=[CH:19][CH:20]=1)=[O:11])(=[O:3])[CH3:2]. The yield is 0.370. (4) The reactants are [CH3:1][O:2][C:3]1[CH:4]=[CH:5][CH:6]=[CH:7][C:8]=1[N+:9]([O-])=O.[CH3:12][O:13]C1C(N)=CC=CC=1. The catalyst is [O-2].[V+5].[O-2].[O-2].[O-2].[O-2].[V+5]. The product is [CH:12]([NH:9][C:8]1[CH:7]=[CH:6][CH:5]=[CH:4][C:3]=1[O:2][CH3:1])=[O:13]. The yield is 0.248.